From a dataset of Tox21: 12 toxicity assays (nuclear receptors and stress response pathways). Binary classification across 12 toxicity assays. The compound is COC(=O)Nc1nc2cc(S(=O)c3ccccc3)ccc2[nH]1. It tested positive (active) for: NR-AhR (Aryl hydrocarbon Receptor agonist activity), and SR-p53 (p53 tumor suppressor activation).